This data is from Full USPTO retrosynthesis dataset with 1.9M reactions from patents (1976-2016). The task is: Predict the reactants needed to synthesize the given product. (1) The reactants are: [CH3:1][O:2][C:3](=[O:20])[CH2:4][CH2:5][CH2:6][CH2:7][C:8]1[O:9][CH:10]=[C:11]([C:13]2[CH:18]=[CH:17][CH:16]=[CH:15][C:14]=2[NH2:19])[N:12]=1.[F:21][C:22]([F:33])([F:32])[C:23](O[C:23](=[O:24])[C:22]([F:33])([F:32])[F:21])=[O:24]. Given the product [CH3:1][O:2][C:3](=[O:20])[CH2:4][CH2:5][CH2:6][CH2:7][C:8]1[O:9][CH:10]=[C:11]([C:13]2[CH:18]=[CH:17][CH:16]=[CH:15][C:14]=2[NH:19][C:23](=[O:24])[C:22]([F:33])([F:32])[F:21])[N:12]=1, predict the reactants needed to synthesize it. (2) Given the product [CH:31]1([C:11]2[C:10]([C:4]3[CH:3]=[C:2]([CH:34]=[CH2:35])[N:7]=[C:6]([C:8]#[N:9])[CH:5]=3)=[CH:15][C:14]([C:16]#[N:17])=[C:13]([N:18]3[CH2:23][CH2:22][N:21]([C:24](=[O:29])[CH2:25][CH2:26][O:27][CH3:28])[C@H:20]([CH3:30])[CH2:19]3)[N:12]=2)[CH2:33][CH2:32]1, predict the reactants needed to synthesize it. The reactants are: Cl[C:2]1[N:7]=[C:6]([C:8]#[N:9])[CH:5]=[C:4]([C:10]2[C:11]([CH:31]3[CH2:33][CH2:32]3)=[N:12][C:13]([N:18]3[CH2:23][CH2:22][N:21]([C:24](=[O:29])[CH2:25][CH2:26][O:27][CH3:28])[C@H:20]([CH3:30])[CH2:19]3)=[C:14]([C:16]#[N:17])[CH:15]=2)[CH:3]=1.[CH:34]([B-](F)(F)F)=[CH2:35].[K+].[F-].[Cs+]. (3) Given the product [ClH:27].[CH2:4]([N:7]1[C:11]2=[C:12]([CH:16]([NH:17][C:18]3[CH:19]=[CH:20][C:21]([F:24])=[CH:22][CH:23]=3)[CH3:1])[N:13]=[CH:14][CH:15]=[C:10]2[C:9]([CH3:25])=[C:8]1[CH3:26])[CH:5]=[CH2:6], predict the reactants needed to synthesize it. The reactants are: [CH3:1][Mg]Br.[CH2:4]([N:7]1[C:11]2=[C:12]([CH:16]=[N:17][C:18]3[CH:23]=[CH:22][C:21]([F:24])=[CH:20][CH:19]=3)[N:13]=[CH:14][CH:15]=[C:10]2[C:9]([CH3:25])=[C:8]1[CH3:26])[CH:5]=[CH2:6].[Cl-:27].[NH4+]. (4) Given the product [CH:25]1([CH2:24][CH:19]([NH:18][C:15]([C:7]2[CH:6]=[N:5][C:4]([CH:1]3[CH2:2][CH2:3]3)=[C:9]([O:10][CH2:11][CH:12]3[CH2:13][CH2:14]3)[N:8]=2)=[O:17])[C:20](=[O:21])[NH:22][CH3:23])[CH2:26][CH2:27][CH2:28]1, predict the reactants needed to synthesize it. The reactants are: [CH:1]1([C:4]2[N:5]=[CH:6][C:7]([C:15]([OH:17])=O)=[N:8][C:9]=2[O:10][CH2:11][CH:12]2[CH2:14][CH2:13]2)[CH2:3][CH2:2]1.[NH2:18][CH:19]([CH2:24][CH:25]1[CH2:28][CH2:27][CH2:26]1)[C:20]([NH:22][CH3:23])=[O:21]. (5) Given the product [CH3:26][N:17]([C:11]1[CH:12]=[CH:13][CH:14]=[C:15]2[C:10]=1[NH:9][C:8]([C:6]1[S:7][CH:3]([CH2:1][N:28]3[CH2:33][CH2:32][S:31](=[O:34])[CH2:30][CH2:29]3)[CH2:4][N:5]=1)=[CH:16]2)[S:18]([C:21]1[S:22][CH:23]=[CH:24][CH:25]=1)(=[O:19])=[O:20], predict the reactants needed to synthesize it. The reactants are: [CH:1]([CH:3]1[S:7][C:6]([C:8]2[NH:9][C:10]3[C:15]([CH:16]=2)=[CH:14][CH:13]=[CH:12][C:11]=3[N:17]([CH3:26])[S:18]([C:21]2[S:22][CH:23]=[CH:24][CH:25]=2)(=[O:20])=[O:19])=[N:5][CH2:4]1)=O.Cl.[NH:28]1[CH2:33][CH2:32][S:31](=[O:34])[CH2:30][CH2:29]1.C(O[BH-](OC(=O)C)OC(=O)C)(=O)C.[Na+].C(=O)([O-])O.[Na+]. (6) Given the product [CH3:34][O:33][C:27]1[CH:26]=[C:25]([C:24]2[C:20](=[N:19][NH:18][C:9]3[CH:10]=[C:11]([C:12]4[CH:17]=[CH:16][CH:15]=[CH:14][CH:13]=4)[C:6]([O:5][CH2:4][CH2:3][CH2:2][N:45]([CH2:44][CH2:43][OH:42])[CH3:46])=[CH:7][CH:8]=3)[C:21](=[O:35])[NH:22][N:23]=2)[CH:30]=[CH:29][C:28]=1[O:31][CH3:32], predict the reactants needed to synthesize it. The reactants are: Br[CH2:2][CH2:3][CH2:4][O:5][C:6]1[C:11]([C:12]2[CH:17]=[CH:16][CH:15]=[CH:14][CH:13]=2)=[CH:10][C:9]([NH:18][N:19]=[C:20]2[C:24]([C:25]3[CH:30]=[CH:29][C:28]([O:31][CH3:32])=[C:27]([O:33][CH3:34])[CH:26]=3)=[N:23][NH:22][C:21]2=[O:35])=[CH:8][CH:7]=1.C([O-])([O-])=O.[Cs+].[Cs+].[OH:42][CH2:43][CH2:44][NH:45][CH3:46].